Dataset: Forward reaction prediction with 1.9M reactions from USPTO patents (1976-2016). Task: Predict the product of the given reaction. (1) Given the reactants [C:1]1([C:26]2[CH:31]=[CH:30][CH:29]=[CH:28][CH:27]=2)[CH:6]=[CH:5][CH:4]=[C:3]([C:7]2[O:8][C:9]([CH3:25])=[C:10]([CH2:12][CH2:13][O:14]S(C3C=CC(C)=CC=3)(=O)=O)[N:11]=2)[CH:2]=1.[CH2:32]([O:34][C:35](=[O:47])[C:36]([O:39][C:40]1[CH:45]=[CH:44][CH:43]=[C:42](O)[CH:41]=1)([CH3:38])[CH3:37])[CH3:33], predict the reaction product. The product is: [CH2:32]([O:34][C:35](=[O:47])[C:36]([O:39][C:40]1[CH:45]=[CH:44][CH:43]=[C:42]([O:14][CH2:13][CH2:12][C:10]2[N:11]=[C:7]([C:3]3[CH:2]=[C:1]([C:26]4[CH:31]=[CH:30][CH:29]=[CH:28][CH:27]=4)[CH:6]=[CH:5][CH:4]=3)[O:8][C:9]=2[CH3:25])[CH:41]=1)([CH3:38])[CH3:37])[CH3:33]. (2) Given the reactants [C:1]([O:5][C:6]([N:8]([CH2:25][C:26]1([C:30]2[C:35]([F:36])=[CH:34][CH:33]=[CH:32][N:31]=2)[CH2:29][CH2:28][CH2:27]1)[C:9]1[N:14]=[N:13][C:12]([C:15]2[S:16][C:17]([C:20]([O:22]CC)=O)=[CH:18][N:19]=2)=[CH:11][CH:10]=1)=[O:7])([CH3:4])([CH3:3])[CH3:2].[NH3:37], predict the reaction product. The product is: [C:20]([C:17]1[S:16][C:15]([C:12]2[N:13]=[N:14][C:9]([N:8]([CH2:25][C:26]3([C:30]4[C:35]([F:36])=[CH:34][CH:33]=[CH:32][N:31]=4)[CH2:27][CH2:28][CH2:29]3)[C:6](=[O:7])[O:5][C:1]([CH3:2])([CH3:4])[CH3:3])=[CH:10][CH:11]=2)=[N:19][CH:18]=1)(=[O:22])[NH2:37]. (3) The product is: [CH2:12]([O:14][C:15](=[O:24])[C:16]1[CH:21]=[C:20]([OH:22])[CH:19]=[C:18]([O:23][C:9]2[C:8]([F:11])=[CH:7][C:4]([C:5]#[N:6])=[CH:3][C:2]=2[F:1])[CH:17]=1)[CH3:13]. Given the reactants [F:1][C:2]1[CH:3]=[C:4]([CH:7]=[C:8]([F:11])[C:9]=1F)[C:5]#[N:6].[CH2:12]([O:14][C:15](=[O:24])[C:16]1[CH:21]=[C:20]([OH:22])[CH:19]=[C:18]([OH:23])[CH:17]=1)[CH3:13], predict the reaction product. (4) Given the reactants [CH2:1]([N:3]([CH2:11][C:12]1[CH:13]=[N:14][CH:15]=[C:16]([C:19]2[CH:20]=[C:21]3[C:25](=[CH:26][CH:27]=2)[N:24](C2CCCCO2)[N:23]=[C:22]3[C:34]2[N:38](COCC[Si](C)(C)C)[C:37]([C:47]3[CH:52]=[CH:51][N:50]=[CH:49][CH:48]=3)=[N:36][CH:35]=2)[C:17]=1[CH3:18])C(=O)OC(C)(C)C)[CH3:2], predict the reaction product. The product is: [CH3:18][C:17]1[C:16]([C:19]2[CH:20]=[C:21]3[C:25](=[CH:26][CH:27]=2)[NH:24][N:23]=[C:22]3[C:34]2[NH:38][C:37]([C:47]3[CH:52]=[CH:51][N:50]=[CH:49][CH:48]=3)=[N:36][CH:35]=2)=[CH:15][N:14]=[CH:13][C:12]=1[CH2:11][NH:3][CH2:1][CH3:2]. (5) Given the reactants [CH3:1][O:2][C:3]1[CH:4]=[C:5]2[C:10](=[CH:11][C:12]=1[O:13][CH3:14])[N:9]=[CH:8][CH:7]=[C:6]2[O:15][C:16]1[CH:21]=[CH:20][C:19]([NH2:22])=[CH:18][C:17]=1[O:23][CH3:24].[CH2:25]([N:27]1[CH:32]=[C:31]([C:33](O)=[O:34])[C:30](=[O:36])[N:29]([C:37]2[CH:42]=[CH:41][C:40]([F:43])=[CH:39][CH:38]=2)[C:28]1=[O:44])[CH3:26], predict the reaction product. The product is: [CH3:1][O:2][C:3]1[CH:4]=[C:5]2[C:10](=[CH:11][C:12]=1[O:13][CH3:14])[N:9]=[CH:8][CH:7]=[C:6]2[O:15][C:16]1[CH:21]=[CH:20][C:19]([NH:22][C:33]([C:31]2[C:30](=[O:36])[N:29]([C:37]3[CH:42]=[CH:41][C:40]([F:43])=[CH:39][CH:38]=3)[C:28](=[O:44])[N:27]([CH2:25][CH3:26])[CH:32]=2)=[O:34])=[CH:18][C:17]=1[O:23][CH3:24]. (6) The product is: [NH2:1][C:2]1[N:3]=[CH:4][C:5]([C:13]#[C:12][C:10]([CH3:11])([OH:14])[CH3:9])=[CH:6][CH:7]=1. Given the reactants [NH2:1][C:2]1[CH:7]=[CH:6][C:5](Br)=[CH:4][N:3]=1.[CH3:9][C:10]([OH:14])([C:12]#[CH:13])[CH3:11].CCN(CC)CC, predict the reaction product. (7) Given the reactants [CH3:1][C:2]1([CH3:20])[C:6]([CH3:8])([CH3:7])[O:5][B:4]([C:9]2[CH2:19]C3(CC(C(OC)=O)C3)[CH:10]=2)[O:3]1.[CH3:21][C:22]1[CH:23]([C:36]([O:38][CH2:39][CH3:40])=[O:37])[CH2:24]C=C(OS(C(F)(F)F)(=O)=O)C=1, predict the reaction product. The product is: [CH3:21][C:22]1[CH:10]=[C:9]([B:4]2[O:3][C:2]([CH3:20])([CH3:1])[C:6]([CH3:8])([CH3:7])[O:5]2)[CH2:19][CH2:24][C:23]=1[C:36]([O:38][CH2:39][CH3:40])=[O:37]. (8) Given the reactants [Cl:1][C:2]1[CH:7]=[CH:6][C:5]([S:8]([N:11]([C:15]2[C:16]([C:23](=[O:34])[C:24]3[CH:29]=[CH:28][CH:27]=[CH:26][C:25]=3[S:30]([CH3:33])(=[O:32])=[O:31])=[N:17][C:18]([CH3:22])=[C:19]([Cl:21])[CH:20]=2)COC)(=[O:10])=[O:9])=[CH:4][C:3]=1[C:35]([F:38])([F:37])[F:36].O, predict the reaction product. The product is: [Cl:1][C:2]1[CH:7]=[CH:6][C:5]([S:8]([NH:11][C:15]2[C:16]([C:23](=[O:34])[C:24]3[CH:29]=[CH:28][CH:27]=[CH:26][C:25]=3[S:30]([CH3:33])(=[O:32])=[O:31])=[N:17][C:18]([CH3:22])=[C:19]([Cl:21])[CH:20]=2)(=[O:9])=[O:10])=[CH:4][C:3]=1[C:35]([F:38])([F:36])[F:37].